Predict the reactants needed to synthesize the given product. From a dataset of Full USPTO retrosynthesis dataset with 1.9M reactions from patents (1976-2016). (1) Given the product [C:16]([O:20][C:21](=[O:32])[NH:22][C:23]1[CH:27]=[CH:26][S:25][C:24]=1[C:2]1[CH:6]=[C:5]([CH3:7])[N:4]([CH2:8][O:9][CH2:10][CH2:11][Si:12]([CH3:15])([CH3:14])[CH3:13])[N:3]=1)([CH3:19])([CH3:17])[CH3:18], predict the reactants needed to synthesize it. The reactants are: Br[C:2]1[CH:6]=[C:5]([CH3:7])[N:4]([CH2:8][O:9][CH2:10][CH2:11][Si:12]([CH3:15])([CH3:14])[CH3:13])[N:3]=1.[C:16]([O:20][C:21](=[O:32])[NH:22][C:23]1[CH:27]=[CH:26][S:25][C:24]=1[Sn](C)(C)C)([CH3:19])([CH3:18])[CH3:17].[F-].[Cs+].C1(P(C2CCCCC2)C2C=CC=CC=2C2C(C(C)C)=CC(C(C)C)=CC=2C(C)C)CCCCC1. (2) Given the product [C:1]([C:3]1[CH:8]([C:9]2[CH:10]=[C:11]3[C:15](=[CH:16][CH:17]=2)[NH:14][N:13]=[C:12]3[NH:25][S:26]([CH2:29][CH2:30][CH3:31])(=[O:28])=[O:27])[C:7]([C:32]#[N:33])=[C:6]([CH3:34])[NH:5][C:4]=1[CH3:35])#[N:2], predict the reactants needed to synthesize it. The reactants are: [C:1]([C:3]1[CH:8]([C:9]2[CH:10]=[C:11]3[C:15](=[CH:16][CH:17]=2)[N:14](C(OC(C)(C)C)=O)[N:13]=[C:12]3[NH:25][S:26]([CH2:29][CH2:30][CH3:31])(=[O:28])=[O:27])[C:7]([C:32]#[N:33])=[C:6]([CH3:34])[NH:5][C:4]=1[CH3:35])#[N:2].FC(F)(F)C(O)=O.